This data is from Experimentally validated miRNA-target interactions with 360,000+ pairs, plus equal number of negative samples. The task is: Binary Classification. Given a miRNA mature sequence and a target amino acid sequence, predict their likelihood of interaction. (1) The miRNA is hsa-miR-224-3p with sequence AAAAUGGUGCCCUAGUGACUACA. The protein sequence of the target gene is MSKRKLIPKLSIQSPVLHTNLNVQSTHPPLKKEDLHRISKDSLESDSESLTQEIMCHSEFDDRIRGNGMEPDSLDEEESPRWGSLHEMEEEASGKAAQMAREQNHHTWDQGANNRQQPIEDKYSDLRYDPNWKSKKEEGQLLSVEALPESTDSSLENLPLAPLYPSQETSMELSGGKGEQKESPQSAASLLGSEFLSPNYEHGARRSKPFSELSDSDLEEKSSSLSPYVKSSSSHNEVFLPGSRGPRRRKSKQHFVEKNKLTLGLPTPKTDSYLQLHNKKRGESHPEQISYPVRVTDKTS.... Result: 0 (no interaction). (2) The miRNA is hsa-miR-4681 with sequence AACGGGAAUGCAGGCUGUAUCU. The protein sequence of the target gene is MPCVQLPAKESALFKRVLKCYEQKQYKNGLKFCKMILSNPKFAEHGETLAMKGLILNCLGKREEAYEFVRKGLRSDVRSHVCWHVYGLLQRSDKKYDEAIKCYRNALKLDKDNLQILRDLSLLQIQMRDLEGYRETRYQLLQLRPTQRASWIGYAIAYHLLKDYDTALKLLEEFRQTQQVPPNKIAYEYSELLLYQNQVMREANLFQESLEHIETYEKLICDKLLVEEIKGEMLLKLGRLKEASEVFRNLIDWNAENWCYYEGLEKALQLRSLDERLQLYEEVSKQHPRAVSPRRLPLSF.... Result: 0 (no interaction). (3) The miRNA is hsa-miR-6764-3p with sequence UCUCUGGUCUUUCCUUGACAG. The protein sequence of the target gene is MSGQRVDVKVVMLGKEYVGKTSLVERYVHDRFLVGPYQNTIGAAFVAKVMSVGDRTVTLGIWDTAGSERYEAMSRIYYRGAKAAIVCYDLTDSSSFERAKFWVKELRSLEEGCQIYLCGTKSDLLEEDRRRRRVDFHDVQDYADNIKAQLFETSSKTGQSVDELFQKVAEDYVSVAAFQVMTEDKGVDLGQKPNPYFYSCCHH. Result: 0 (no interaction). (4) Result: 0 (no interaction). The protein sequence of the target gene is MESYDIIANQPVVIDNGSGVIKAGFAGDQIPKYCFPNYVGRPKHMRVMAGALEGDLFIGPKAEEHRGLLTIRYPMEHGVVRDWNDMERIWQYVYSKDQLQTFSEEHPVLLTEAPLNPSKNREKAAEVFFETFNVPALFISMQAVLSLYATGRTTGVVLDSGDGVTHAVPIYEGFAMPHSIMRVDIAGRDVSRYLRLLLRKEGVDFHTSAEFEVVRTIKERACYLSINPQKDEALETEKVQYTLPDGSTLDVGPARFRAPELLFQPDLVGDESEGLHEVVAFAIHKSDMDLRRTLFANIVL.... The miRNA is hsa-miR-3119 with sequence UGGCUUUUAACUUUGAUGGC. (5) The miRNA is hsa-miR-1249-3p with sequence ACGCCCUUCCCCCCCUUCUUCA. The protein sequence of the target gene is MALRPSKGDGSAGRWDRGAGKADFNAKRKKKVAEIHQALNSDPIDLAALRRMAISEGGLLTDEIRCQVWPKLLNVNTSEPPPVSRKDLRDMSKDYQQVLLDVRRSLRRFPPGMPDEQREGLQEELIDIILLVLDRNPQLHYYQGYHDIVVTFLLVVGERLATSLVEKLSTHHLRDFMDPTMDNTKHILNYLMPIIDQVSPELHDFMQSAEVGTIFALSWLITWFGHVLMDFRHVVRLYDFFLACHPLMPIYFAAVIVLYREQEVLDCDCDMASVHHLLSQIPQDLPYETLISRAGDLFVQ.... Result: 0 (no interaction).